From a dataset of Forward reaction prediction with 1.9M reactions from USPTO patents (1976-2016). Predict the product of the given reaction. (1) The product is: [CH3:1][O:2][C:3](=[O:17])[C:4]1[CH:9]=[CH:8][CH:7]=[CH:6][CH:5]=1. Given the reactants [CH3:1][O:2][C:3](=[O:17])[C:4]1[CH:9]=[CH:8][C:7](CP(OC)(OC)=O)=[CH:6][CH:5]=1, predict the reaction product. (2) Given the reactants [OH:1][C:2]1[CH:3]=[C:4]([CH2:8][CH2:9][CH2:10][N:11]2[C:19](=[O:20])[C:18]3[C:13](=[CH:14][CH:15]=[CH:16][CH:17]=3)[C:12]2=[O:21])[CH:5]=[CH:6][CH:7]=1.[CH:22]1([CH2:26]Br)[CH2:25][CH2:24][CH2:23]1, predict the reaction product. The product is: [CH:22]1([CH2:26][O:1][C:2]2[CH:3]=[C:4]([CH2:8][CH2:9][CH2:10][N:11]3[C:19](=[O:20])[C:18]4[C:13](=[CH:14][CH:15]=[CH:16][CH:17]=4)[C:12]3=[O:21])[CH:5]=[CH:6][CH:7]=2)[CH2:25][CH2:24][CH2:23]1. (3) Given the reactants C(OC([N:8]1[CH2:13][C@@H:12]2[CH2:14][C@H:9]1[CH2:10][N:11]2[C:15]1[CH:20]=[CH:19][C:18]([C:21]2[NH:26][C:25](=[O:27])[C:24]([C:28]([OH:30])=[O:29])=[CH:23][C:22]=2[CH2:31][CH3:32])=[CH:17][CH:16]=1)=O)(C)(C)C.C(O)(C(F)(F)F)=O, predict the reaction product. The product is: [C@H:12]12[CH2:14][C@H:9]([NH:8][CH2:13]1)[CH2:10][N:11]2[C:15]1[CH:16]=[CH:17][C:18]([C:21]2[NH:26][C:25](=[O:27])[C:24]([C:28]([OH:30])=[O:29])=[CH:23][C:22]=2[CH2:31][CH3:32])=[CH:19][CH:20]=1. (4) Given the reactants Br[C:2]1[CH:3]=[C:4]([C:8]2[C:9](=[O:31])[N:10]([CH3:30])[C:11]([N:20]3[CH2:24][CH2:23][CH2:22][CH:21]3[CH2:25][NH:26][CH:27]([CH3:29])[CH3:28])=[N:12][C:13]=2[C:14]2[CH:19]=[CH:18][N:17]=[CH:16][CH:15]=2)[CH:5]=[CH:6][CH:7]=1.[CH:32]1(B(O)O)[CH2:34][CH2:33]1.CC([O-])(C)C.[Na+], predict the reaction product. The product is: [CH:32]1([C:2]2[CH:3]=[C:4]([C:8]3[C:9](=[O:31])[N:10]([CH3:30])[C:11]([N:20]4[CH2:24][CH2:23][CH2:22][CH:21]4[CH2:25][NH:26][CH:27]([CH3:29])[CH3:28])=[N:12][C:13]=3[C:14]3[CH:19]=[CH:18][N:17]=[CH:16][CH:15]=3)[CH:5]=[CH:6][CH:7]=2)[CH2:34][CH2:33]1.